Dataset: Experimentally validated miRNA-target interactions with 360,000+ pairs, plus equal number of negative samples. Task: Binary Classification. Given a miRNA mature sequence and a target amino acid sequence, predict their likelihood of interaction. (1) The miRNA is hsa-miR-548au-5p with sequence AAAAGUAAUUGCGGUUUUUGC. The protein sequence of the target gene is MARARPSVAGGGVAAPPERAGPGRPRRSRTGHHCDPECPGLRAAPRTPGPGAGRRAAKLRPGRGWWALLLLQLHLLRALAQDDVAPYFKTEPGLPQIHLEGNRLVLTCLAEGSWPLEFKWIRNDSELTTYSSEYKYIIPSLQKLDAGFYRCVVRNRMGALLQRKSEIQVAYMGNFMDTDQRKTVSQGHAALLNLLPIVSCPQPQVTWFREGHKIIPSSRIAITLENQLVILATTASDAGAYYVQAVNEKNGENKTSPFIHLSVARDTGTHEAMAPIIVVAPGNRSVVAGSSETTLECIAN.... Result: 0 (no interaction). (2) The miRNA is hsa-miR-4438 with sequence CACAGGCUUAGAAAAGACAGU. The protein sequence of the target gene is MDSLDHMLTDPLELGPCGDGHGTRIMEDCLLGGTRVSLPEDLLEDPEIFFDVVSLSTWQEVLSDSQREHLQQFLPQFPEDSAEQQNELILALFSGENFRFGNPLHIAQKLFRDGHFNPEVVKYRQLCFKSQYKRYLNSQQQYFHRLLKQILASRSDLLEMARRSGPALPFRQKRPSPSRTPEEREWRTQQRYLKVLREVKEECGDTALSSDEEDLSSWLPSSPARSPSPAVPLRVVPTLSTTDMKTADKVELGDSDLKIMLKKHHEKRKHQPDHPDLLTGDLTLNDIMTRVNAGRKGSLA.... Result: 1 (interaction).